From a dataset of Forward reaction prediction with 1.9M reactions from USPTO patents (1976-2016). Predict the product of the given reaction. Given the reactants C([C:4]1[CH:9]=[CH:8][CH:7]=[CH:6][C:5]=1[N:10]1[CH2:15][CH2:14][NH:13][CH2:12][CH2:11]1)(C)C.NC1C=CC=CC=1[NH:23][C:24](=[O:26])[CH3:25].C(C1C=CC=CC=1N)(C)C.[K+].[Br-], predict the reaction product. The product is: [N:10]1([C:5]2[CH:6]=[CH:7][CH:8]=[CH:9][C:4]=2[NH:23][C:24](=[O:26])[CH3:25])[CH2:11][CH2:12][NH:13][CH2:14][CH2:15]1.